This data is from Reaction yield outcomes from USPTO patents with 853,638 reactions. The task is: Predict the reaction yield, written as a fraction of the theoretical maximum amount of product (1.0 means a 100% yield; for example, 0.34 means a 34% yield). (1) The reactants are [CH3:1][C:2]1[O:6][N:5]=[C:4]([C:7]2[CH:12]=[CH:11][CH:10]=[CH:9][CH:8]=2)[C:3]=1[CH2:13][O:14][C:15]1[CH:23]=[CH:22][C:18]([C:19]([OH:21])=O)=[CH:17][N:16]=1.[NH2:24][C:25]1([C:28]#[N:29])[CH2:27][CH2:26]1. No catalyst specified. The product is [C:28]([C:25]1([NH:24][C:19](=[O:21])[C:18]2[CH:22]=[CH:23][C:15]([O:14][CH2:13][C:3]3[C:4]([C:7]4[CH:8]=[CH:9][CH:10]=[CH:11][CH:12]=4)=[N:5][O:6][C:2]=3[CH3:1])=[N:16][CH:17]=2)[CH2:27][CH2:26]1)#[N:29]. The yield is 0.510. (2) The reactants are [NH2:1][CH:2]1[C:10]2[C:5](=[CH:6][CH:7]=[CH:8][CH:9]=2)[CH2:4][CH:3]1[NH:11][C:12]([C:14]1[NH:15][C:16]2[C:21]([CH:22]=1)=[CH:20][C:19]([Cl:23])=[CH:18][CH:17]=2)=[O:13].CCN(CC)CC.[F:31][C:32]([F:45])([F:44])[S:33](O[S:33]([C:32]([F:45])([F:44])[F:31])(=[O:35])=[O:34])(=[O:35])=[O:34].CCOC(C)=O. The catalyst is C(Cl)Cl. The product is [Cl:23][C:19]1[CH:20]=[C:21]2[C:16](=[CH:17][CH:18]=1)[NH:15][C:14]([C:12]([NH:11][CH:3]1[CH2:4][C:5]3[C:10](=[CH:9][CH:8]=[CH:7][CH:6]=3)[CH:2]1[NH:1][S:33]([C:32]([F:45])([F:44])[F:31])(=[O:35])=[O:34])=[O:13])=[CH:22]2. The yield is 0.870. (3) The reactants are I[C:2]1[S:3][C:4]2[NH:5][C:6](=[O:15])[C:7]3[CH:8]=[CH:9][CH:10]=[CH:11][C:12]=3[C:13]=2[N:14]=1.CN(C=O)C.[CH3:21][N:22]([CH3:26])[CH2:23][C:24]#[CH:25]. The catalyst is Cl[Pd](Cl)([P](C1C=CC=CC=1)(C1C=CC=CC=1)C1C=CC=CC=1)[P](C1C=CC=CC=1)(C1C=CC=CC=1)C1C=CC=CC=1.[Cu]I.C(N(CC)CC)C. The product is [CH3:21][N:22]([CH3:26])[CH2:23][C:24]#[C:25][C:2]1[S:3][C:4]2[NH:5][C:6](=[O:15])[C:7]3[CH:8]=[CH:9][CH:10]=[CH:11][C:12]=3[C:13]=2[N:14]=1. The yield is 0.680. (4) The reactants are [CH:1]1([O:4][C:5]2[CH:13]=[CH:12][C:8]([C:9]([OH:11])=O)=[CH:7][CH:6]=2)[CH2:3][CH2:2]1.C(Cl)(=O)C(Cl)=O.Cl.[NH2:21][C:22]1([C:25]([O:27][CH2:28][CH3:29])=[O:26])[CH2:24][CH2:23]1.C(N(CC)CC)C. The catalyst is ClCCl.CN(C=O)C. The product is [CH:1]1([O:4][C:5]2[CH:6]=[CH:7][C:8]([C:9]([NH:21][C:22]3([C:25]([O:27][CH2:28][CH3:29])=[O:26])[CH2:24][CH2:23]3)=[O:11])=[CH:12][CH:13]=2)[CH2:2][CH2:3]1. The yield is 0.850. (5) The yield is 0.150. The reactants are [C:1]1([OH:7])[CH:6]=[CH:5][CH:4]=[CH:3][CH:2]=1.[CH:8]1[CH:13]=[CH:12][C:11]([N:14]2[C:19](=[O:20])[N:18]=[N:17][C:15]2=[O:16])=[CH:10][CH:9]=1.Cl. The catalyst is CC#N. The product is [OH:7][C:1]1[CH:6]=[CH:5][C:4]([N:17]2[C:15](=[O:16])[N:14]([C:11]3[CH:12]=[CH:13][CH:8]=[CH:9][CH:10]=3)[C:19](=[O:20])[NH:18]2)=[CH:3][CH:2]=1. (6) The reactants are [C:1]([O:5][C:6]([N:8]1[CH2:13][CH2:12][C:11](=O)[CH2:10][CH2:9]1)=[O:7])([CH3:4])([CH3:3])[CH3:2].Cl.[F:16][C:17]1([F:21])[CH2:20][NH:19][CH2:18]1.C(O[BH-](OC(=O)C)OC(=O)C)(=O)C.[Na+]. The catalyst is ClCCCl. The product is [C:1]([O:5][C:6]([N:8]1[CH2:13][CH2:12][CH:11]([N:19]2[CH2:20][C:17]([F:21])([F:16])[CH2:18]2)[CH2:10][CH2:9]1)=[O:7])([CH3:4])([CH3:3])[CH3:2]. The yield is 0.960.